From a dataset of Peptide-MHC class II binding affinity with 134,281 pairs from IEDB. Regression. Given a peptide amino acid sequence and an MHC pseudo amino acid sequence, predict their binding affinity value. This is MHC class II binding data. (1) The peptide sequence is FENDEHIILYLVNFDK. The MHC is DRB1_1501 with pseudo-sequence DRB1_1501. The binding affinity (normalized) is 0.622. (2) The peptide sequence is VIPEGWKADTCYESK. The MHC is HLA-DQA10501-DQB10201 with pseudo-sequence HLA-DQA10501-DQB10201. The binding affinity (normalized) is 0.0382. (3) The binding affinity (normalized) is 0.436. The MHC is DRB1_0802 with pseudo-sequence DRB1_0802. The peptide sequence is YQDLELSWNLNGLQAY. (4) The peptide sequence is SDAKTLVLNIKYTRP. The MHC is DRB1_0301 with pseudo-sequence DRB1_0301. The binding affinity (normalized) is 0.478. (5) The peptide sequence is GSHLVEALYLVCGER. The MHC is DRB1_0401 with pseudo-sequence DRB1_0401. The binding affinity (normalized) is 0.166.